From a dataset of Forward reaction prediction with 1.9M reactions from USPTO patents (1976-2016). Predict the product of the given reaction. (1) Given the reactants C([N:8](CC1C=CC=CC=1)[C@H:9]1[CH2:14][CH2:13][C@H:12]([O:15][CH2:16][CH2:17][CH2:18][N:19]2[CH2:23][CH2:22][CH2:21][CH2:20]2)[CH2:11][CH2:10]1)C1C=CC=CC=1, predict the reaction product. The product is: [N:19]1([CH2:18][CH2:17][CH2:16][O:15][C@H:12]2[CH2:11][CH2:10][C@H:9]([NH2:8])[CH2:14][CH2:13]2)[CH2:23][CH2:22][CH2:21][CH2:20]1. (2) Given the reactants [OH:1][C:2]1[CH:7]=[CH:6][N:5]=[CH:4][CH:3]=1.C(N(CC)CC)C.[C:15](Cl)(=[O:17])[CH3:16], predict the reaction product. The product is: [OH:1][CH:2]1[CH2:7][CH2:6][N:5]([C:15](=[O:17])[CH3:16])[CH2:4][CH2:3]1. (3) Given the reactants [C:1]1(=[O:10])[C:9]2[C:4](=[CH:5][CH:6]=[CH:7][CH:8]=2)[CH2:3][O:2]1.C1C(=O)N([Br:18])C(=O)C1.CC(N=NC(C#N)(C)C)(C#N)C.O, predict the reaction product. The product is: [Br:18][CH:3]1[C:4]2[C:9](=[CH:8][CH:7]=[CH:6][CH:5]=2)[C:1](=[O:10])[O:2]1. (4) Given the reactants [Br:1][C:2]1[C:3]([OH:16])=[C:4]2[C:9](=[CH:10][CH:11]=1)[N:8]([C:12](=[O:14])[CH3:13])[C@@H:7]([CH3:15])[CH2:6][CH2:5]2.CS(O[CH2:22][CH:23]([Cl:25])[Cl:24])(=O)=O.C(=O)([O-])[O-].[K+].[K+], predict the reaction product. The product is: [Br:1][C:2]1[C:3]([O:16][CH2:22][CH:23]([Cl:25])[Cl:24])=[C:4]2[C:9](=[CH:10][CH:11]=1)[N:8]([C:12](=[O:14])[CH3:13])[C@@H:7]([CH3:15])[CH2:6][CH2:5]2. (5) The product is: [CH2:1]([C@:4]1([CH2:37][CH2:38][O:39][Si:48]([CH:52]([CH3:54])[CH3:53])([CH:49]([CH3:51])[CH3:50])[CH:46]([CH3:47])[CH3:45])[CH2:9][C@H:8]([C:10]2[CH:15]=[CH:14][CH:13]=[C:12]([Cl:16])[CH:11]=2)[C@@H:7]([C:17]2[CH:22]=[CH:21][C:20]([Cl:23])=[CH:19][CH:18]=2)[N:6]([C@@H:24]([CH2:34][CH3:35])[CH2:25][N:26]([CH3:33])[S:27]([CH:30]2[CH2:32][CH2:31]2)(=[O:28])=[O:29])[C:5]1=[O:36])[CH:2]=[CH2:3]. Given the reactants [CH2:1]([C@:4]1([CH2:37][CH2:38][OH:39])[CH2:9][C@H:8]([C:10]2[CH:15]=[CH:14][CH:13]=[C:12]([Cl:16])[CH:11]=2)[C@@H:7]([C:17]2[CH:22]=[CH:21][C:20]([Cl:23])=[CH:19][CH:18]=2)[N:6]([C@@H:24]([CH2:34][CH3:35])[CH2:25][N:26]([CH3:33])[S:27]([CH:30]2[CH2:32][CH2:31]2)(=[O:29])=[O:28])[C:5]1=[O:36])[CH:2]=[CH2:3].N1C=CN=C1.[CH3:45][CH:46]([Si:48](Cl)([CH:52]([CH3:54])[CH3:53])[CH:49]([CH3:51])[CH3:50])[CH3:47], predict the reaction product. (6) Given the reactants [NH2:1][C:2]1[C:11]2[N:10]=[CH:9][C:8]([CH2:12][CH2:13][C:14]3[CH:19]=[CH:18][C:17]([O:20][CH3:21])=[CH:16][C:15]=3[CH3:22])=[CH:7][C:6]=2[C:5]2[CH:23]=[CH:24][C:25](/[CH:27]=[CH:28]/[P:29](=[O:36])([O:33]CC)[O:30]CC)=[CH:26][C:4]=2[N:3]=1.C[Si](Br)(C)C, predict the reaction product. The product is: [NH2:1][C:2]1[C:11]2[N:10]=[CH:9][C:8]([CH2:12][CH2:13][C:14]3[CH:19]=[CH:18][C:17]([O:20][CH3:21])=[CH:16][C:15]=3[CH3:22])=[CH:7][C:6]=2[C:5]2[CH:23]=[CH:24][C:25](/[CH:27]=[CH:28]/[P:29](=[O:30])([OH:33])[OH:36])=[CH:26][C:4]=2[N:3]=1. (7) Given the reactants [C:1]([O:5][C:6]([N:8]1[CH2:13][CH2:12][CH:11]([NH:14][C:15]([C:17]2[C:18]([C:23]3[NH:27][C:26]4[CH:28]=[CH:29][C:30]([C:32]([O:34]CC)=[O:33])=[CH:31][C:25]=4[N:24]=3)=[N:19][NH:20][C:21]=2[CH3:22])=[O:16])[CH2:10][CH2:9]1)=[O:7])([CH3:4])([CH3:3])[CH3:2].[OH-].[Na+].CO.N, predict the reaction product. The product is: [C:1]([O:5][C:6]([N:8]1[CH2:13][CH2:12][CH:11]([NH:14][C:15]([C:17]2[C:18]([C:23]3[NH:27][C:26]4[CH:28]=[CH:29][C:30]([C:32]([OH:34])=[O:33])=[CH:31][C:25]=4[N:24]=3)=[N:19][NH:20][C:21]=2[CH3:22])=[O:16])[CH2:10][CH2:9]1)=[O:7])([CH3:4])([CH3:2])[CH3:3]. (8) Given the reactants [CH3:1][C:2]1[O:6][N:5]=[C:4]([C:7]2[CH:14]=[CH:13][C:10]([CH2:11][NH2:12])=[C:9]([N+:15]([O-:17])=[O:16])[CH:8]=2)[N:3]=1.[C:18](O[C:18]([O:20][C:21]([CH3:24])([CH3:23])[CH3:22])=[O:19])([O:20][C:21]([CH3:24])([CH3:23])[CH3:22])=[O:19], predict the reaction product. The product is: [CH3:1][C:2]1[O:6][N:5]=[C:4]([C:7]2[CH:14]=[CH:13][C:10]([CH2:11][NH:12][C:18](=[O:19])[O:20][C:21]([CH3:24])([CH3:23])[CH3:22])=[C:9]([N+:15]([O-:17])=[O:16])[CH:8]=2)[N:3]=1. (9) Given the reactants [C:1]([NH:5][C:6](=[O:11])[C:7]([CH3:10])([CH3:9])C)([CH3:4])([CH3:3])C.[CH:12](N)([CH3:14])[CH3:13].C(N(CC)CC)C.C(Cl)(=O)C1C=CC=CC=1, predict the reaction product. The product is: [CH:1]([NH:5][C:6](=[O:11])[C:7]1[CH:9]=[CH:14][CH:12]=[CH:13][CH:10]=1)([CH3:3])[CH3:4]. (10) Given the reactants Br[C:2]1[CH:3]=[C:4]([Si:9]([C:22]2[CH:27]=[CH:26][CH:25]=[CH:24][CH:23]=2)([C:16]2[CH:21]=[CH:20][CH:19]=[CH:18][CH:17]=2)[C:10]2[CH:15]=[CH:14][CH:13]=[CH:12][CH:11]=2)[CH:5]=[C:6]([Br:8])[CH:7]=1.C1[C:36]2[C:35]3[CH:37]=[CH:38][CH:39]=[CH:40][C:34]=3[O:33][C:32]=2[C:31](C2C=C(B3OC(C)(C)C(C)(C)O3)C=CC=2)=CC=1.C([O-])([O-])=O.[K+].[K+], predict the reaction product. The product is: [Br:8][C:6]1[CH:5]=[C:4]([Si:9]([C:16]2[CH:17]=[CH:18][CH:19]=[CH:20][CH:21]=2)([C:22]2[CH:27]=[CH:26][CH:25]=[CH:24][CH:23]=2)[C:10]2[CH:15]=[CH:14][CH:13]=[CH:12][CH:11]=2)[CH:3]=[C:2]([C:7]2[CH:2]=[CH:3][CH:4]=[C:36]([C:35]3[C:34]4[O:33][C:32]5[CH:12]=[CH:11][CH:10]=[CH:15][C:31]=5[C:40]=4[CH:39]=[CH:38][CH:37]=3)[CH:6]=2)[CH:7]=1.